From a dataset of Merck oncology drug combination screen with 23,052 pairs across 39 cell lines. Regression. Given two drug SMILES strings and cell line genomic features, predict the synergy score measuring deviation from expected non-interaction effect. Drug 1: CS(=O)(=O)CCNCc1ccc(-c2ccc3ncnc(Nc4ccc(OCc5cccc(F)c5)c(Cl)c4)c3c2)o1. Drug 2: CC1(c2nc3c(C(N)=O)cccc3[nH]2)CCCN1. Cell line: SKOV3. Synergy scores: synergy=0.919.